Predict the product of the given reaction. From a dataset of Forward reaction prediction with 1.9M reactions from USPTO patents (1976-2016). (1) Given the reactants [N:1]1[CH:6]=[CH:5][CH:4]=[C:3]([C:7]2[N:15]3[C:10]([CH2:11][CH2:12][CH2:13][CH2:14]3)=[C:9]([C:16]#[N:17])[CH:8]=2)[CH:2]=1.[Se]=O, predict the reaction product. The product is: [N:1]1[CH:6]=[CH:5][CH:4]=[C:3]([C:7]2[N:15]3[C:10]([CH:11]=[CH:12][CH:13]=[CH:14]3)=[C:9]([C:16]#[N:17])[CH:8]=2)[CH:2]=1. (2) Given the reactants CN(C(ON1N=NC2C=CC=NC1=2)=[N+](C)C)C.F[P-](F)(F)(F)(F)F.[CH3:25][O:26][C:27]1[CH:32]=[CH:31][C:30]([C:33]2[CH:38]=[CH:37][C:36]([C:39]([OH:41])=O)=[C:35]([N+:42]([O-:44])=[O:43])[CH:34]=2)=[CH:29][CH:28]=1.Cl.[NH2:46][C@H:47]([C:52]([O:54][CH3:55])=[O:53])[CH2:48][CH2:49][CH2:50][CH3:51].C(NC(C)C)(C)C, predict the reaction product. The product is: [CH3:25][O:26][C:27]1[CH:28]=[CH:29][C:30]([C:33]2[CH:38]=[CH:37][C:36]([C:39]([NH:46][C@H:47]([C:52]([O:54][CH3:55])=[O:53])[CH2:48][CH2:49][CH2:50][CH3:51])=[O:41])=[C:35]([N+:42]([O-:44])=[O:43])[CH:34]=2)=[CH:31][CH:32]=1.